Dataset: Forward reaction prediction with 1.9M reactions from USPTO patents (1976-2016). Task: Predict the product of the given reaction. (1) Given the reactants [CH3:1][C:2]1([CH3:31])[NH:7][C:6](=[O:8])[C:5]2[S:9][C:10]([N:12]3[C:17]4[CH:18]=[C:19](B5OC(C)(C)C(C)(C)O5)[CH:20]=[CH:21][C:16]=4[O:15][CH2:14][CH2:13]3)=[N:11][C:4]=2[CH2:3]1.P([O-])([O-])([O-])=O.[K+].[K+].[K+].Br[C:41]1[CH:42]=[N:43][C:44]([C:47]([OH:49])=[O:48])=[N:45][CH:46]=1, predict the reaction product. The product is: [CH3:31][C:2]1([CH3:1])[NH:7][C:6](=[O:8])[C:5]2[S:9][C:10]([N:12]3[C:17]4[CH:18]=[C:19]([C:41]5[CH:42]=[N:43][C:44]([C:47]([OH:49])=[O:48])=[N:45][CH:46]=5)[CH:20]=[CH:21][C:16]=4[O:15][CH2:14][CH2:13]3)=[N:11][C:4]=2[CH2:3]1. (2) Given the reactants B(F)(F)F.CCOCC.[CH3:10][C:11]1[CH:12]=[C:13]([C:18]2[CH:27]=[CH:26][C:25]3[C:20](=[CH:21][CH:22]=[CH:23][C:24]=3[C:28]3[CH:33]=[CH:32][CH:31]=[CH:30][C:29]=3[C:34](O)([CH3:36])[CH3:35])[N:19]=2)[CH:14]=[C:15]([CH3:17])[CH:16]=1.CO, predict the reaction product. The product is: [CH3:10][C:11]1[CH:12]=[C:13]([C:18]2[CH:27]=[CH:26][C:25]3[C:20](=[CH:21][CH:22]=[CH:23][C:24]=3[C:28]3[CH:33]=[CH:32][CH:31]=[CH:30][C:29]=3[C:34]([CH3:36])=[CH2:35])[N:19]=2)[CH:14]=[C:15]([CH3:17])[CH:16]=1. (3) Given the reactants [Cl:1][C:2]1[CH:3]=[C:4]([N:9]2[CH2:14][CH2:13][N:12]([CH2:15][CH2:16][CH2:17]O)[CH2:11][CH2:10]2)[CH:5]=[CH:6][C:7]=1[Cl:8].C1C=CC(P(C2C=CC=CC=2)C2C=CC=CC=2)=CC=1.N1C=CN=C1.[I:43]I, predict the reaction product. The product is: [Cl:1][C:2]1[CH:3]=[C:4]([N:9]2[CH2:14][CH2:13][N:12]([CH2:15][CH2:16][CH2:17][I:43])[CH2:11][CH2:10]2)[CH:5]=[CH:6][C:7]=1[Cl:8]. (4) Given the reactants [CH3:1][C:2]1[CH:7]=[CH:6][C:5](B(O)O)=[CH:4][CH:3]=1.Br[C:12]1[C:17]([CH3:18])=[CH:16][CH:15]=[CH:14][N:13]=1, predict the reaction product. The product is: [CH3:1][C:2]1[CH:7]=[CH:6][C:5]([C:12]2[C:17]([CH3:18])=[CH:16][CH:15]=[CH:14][N:13]=2)=[CH:4][CH:3]=1. (5) Given the reactants [CH3:1][C:2]1([CH3:29])[CH2:7][CH2:6][C:5]([C:8]2[CH:13]=[C:12]([C:14]([CH3:18])([CH3:17])[CH:15]=O)[CH:11]=[CH:10][C:9]=2[NH:19][C:20]([C:22]2[NH:23][CH:24]=[C:25]([C:27]#[N:28])[N:26]=2)=[O:21])=[CH:4][CH2:3]1.[CH3:30][C:31]1([CH3:39])[O:38][CH:34]2[CH2:35][NH:36][CH2:37][CH:33]2[O:32]1, predict the reaction product. The product is: [CH3:1][C:2]1([CH3:29])[CH2:7][CH2:6][C:5]([C:8]2[CH:13]=[C:12]([C:14]([CH3:15])([CH3:17])[CH2:18][N:36]3[CH2:37][CH:33]4[O:32][C:31]([CH3:39])([CH3:30])[O:38][CH:34]4[CH2:35]3)[CH:11]=[CH:10][C:9]=2[NH:19][C:20]([C:22]2[NH:23][CH:24]=[C:25]([C:27]#[N:28])[N:26]=2)=[O:21])=[CH:4][CH2:3]1. (6) Given the reactants Cl.[Cl:2][C:3]1[CH:4]=[C:5]([C@@H:9]2[CH2:13][NH:12][CH2:11][C@H:10]2[NH:14][C:15]([NH:17][C:18]2[N:22]([C:23]3[CH:28]=[CH:27][CH:26]=[CH:25][CH:24]=3)[N:21]=[C:20]3[CH2:29][CH2:30][CH2:31][C:19]=23)=[O:16])[CH:6]=[CH:7][CH:8]=1.FC(F)(F)S(O[CH2:38][C:39]([F:42])([F:41])[F:40])(=O)=O.CCN(C(C)C)C(C)C, predict the reaction product. The product is: [Cl:2][C:3]1[CH:4]=[C:5]([C@@H:9]2[CH2:13][N:12]([CH2:38][C:39]([F:42])([F:41])[F:40])[CH2:11][C@H:10]2[NH:14][C:15]([NH:17][C:18]2[N:22]([C:23]3[CH:28]=[CH:27][CH:26]=[CH:25][CH:24]=3)[N:21]=[C:20]3[CH2:29][CH2:30][CH2:31][C:19]=23)=[O:16])[CH:6]=[CH:7][CH:8]=1. (7) Given the reactants [C:1]([C:3]1[CH:4]=[C:5]([CH2:13]O)[C:6]2[C:11]([CH:12]=1)=[CH:10][CH:9]=[CH:8][CH:7]=2)#[N:2].[Na+].[I-:16].C(OCC)(=O)C, predict the reaction product. The product is: [C:1]([C:3]1[CH:4]=[C:5]([CH2:13][I:16])[C:6]2[C:11]([CH:12]=1)=[CH:10][CH:9]=[CH:8][CH:7]=2)#[N:2]. (8) The product is: [CH3:14][O:15][C:16]1[CH:21]=[C:20]([C:5]2[CH:4]=[N:3][C:2]([NH:31][C:32]3[S:33][CH:34]=[C:35]([CH3:37])[N:36]=3)=[C:11]3[C:6]=2[CH:7]=[CH:8][C:9]([CH3:12])=[N:10]3)[CH:19]=[N:18][CH:17]=1. Given the reactants Cl[C:2]1[N:3]=[CH:4][C:5](I)=[C:6]2[C:11]=1[N:10]=[C:9]([CH3:12])[CH:8]=[CH:7]2.[CH3:14][O:15][C:16]1[CH:17]=[N:18][CH:19]=[C:20](B2OC(C)(C)C(C)(C)O2)[CH:21]=1.[NH2:31][C:32]1[S:33][CH:34]=[C:35]([CH3:37])[N:36]=1, predict the reaction product. (9) Given the reactants [CH2:1]([O:8][N:9]=[C:10]1[CH2:14][N:13]([C:15]([O:17]C(C)(C)C)=O)[C@H:12]([C:22]([OH:24])=O)[CH2:11]1)[C:2]1[CH:7]=[CH:6][CH:5]=[CH:4][CH:3]=1.[N:25]([CH2:28][CH2:29][CH2:30][CH2:31][CH3:32])=C=O.[CH2:33]([N:35]1[C:47]2[CH:46]=[CH:45][C:44]([NH2:48])=[CH:43][C:42]=2[C:41]2[C:36]1=[CH:37][CH:38]=[CH:39][CH:40]=2)[CH3:34], predict the reaction product. The product is: [CH2:1]([O:8][N:9]=[C:10]1[CH2:14][N:13]([C:15]([NH:25][CH2:28][CH2:29][CH2:30][CH2:31][CH3:32])=[O:17])[C@H:12]([C:22]([NH:48][C:44]2[CH:45]=[CH:46][C:47]3[N:35]([CH2:33][CH3:34])[C:36]4[C:41]([C:42]=3[CH:43]=2)=[CH:40][CH:39]=[CH:38][CH:37]=4)=[O:24])[CH2:11]1)[C:2]1[CH:3]=[CH:4][CH:5]=[CH:6][CH:7]=1.